Dataset: Catalyst prediction with 721,799 reactions and 888 catalyst types from USPTO. Task: Predict which catalyst facilitates the given reaction. Reactant: [C:1]([C@H:4]1[CH2:10][C@H:9]2[C@:7]([CH3:11])([O:8]2)[C@H:6]([OH:12])[CH2:5]1)([CH3:3])=[CH2:2].N1C=CN=C1.[Si:18](Cl)([C:21]([CH3:24])([CH3:23])[CH3:22])([CH3:20])[CH3:19].O. Product: [C:21]([Si:18]([O:12][C@@H:6]1[CH2:5][C@@H:4]([C:1]([CH3:3])=[CH2:2])[CH2:10][C@H:9]2[C@:7]1([CH3:11])[O:8]2)([CH3:20])[CH3:19])([CH3:24])([CH3:23])[CH3:22]. The catalyst class is: 9.